This data is from Catalyst prediction with 721,799 reactions and 888 catalyst types from USPTO. The task is: Predict which catalyst facilitates the given reaction. Reactant: Cl[C:2]1[N:6]=[C:5]([N:7]2[CH2:12][CH2:11][CH:10]([N:13]([CH:27]3[CH2:29][CH2:28]3)[C:14](=[O:26])[C:15]3[CH:20]=[CH:19][C:18]([C:21]4[O:25][CH:24]=[N:23][CH:22]=4)=[CH:17][CH:16]=3)[CH2:9][CH2:8]2)[S:4][N:3]=1.[CH:30]([NH2:33])([CH3:32])[CH3:31]. The catalyst class is: 60. Product: [CH:27]1([N:13]([CH:10]2[CH2:11][CH2:12][N:7]([C:5]3[S:4][N:3]=[C:2]([NH:33][CH:30]([CH3:32])[CH3:31])[N:6]=3)[CH2:8][CH2:9]2)[C:14](=[O:26])[C:15]2[CH:20]=[CH:19][C:18]([C:21]3[O:25][CH:24]=[N:23][CH:22]=3)=[CH:17][CH:16]=2)[CH2:29][CH2:28]1.